From a dataset of Full USPTO retrosynthesis dataset with 1.9M reactions from patents (1976-2016). Predict the reactants needed to synthesize the given product. (1) Given the product [F:1][C:2]1[C:7]([O:8][CH3:9])=[C:6]([O:10][CH3:11])[CH:5]=[CH:4][C:3]=1[CH:12]([CH3:14])[CH3:13], predict the reactants needed to synthesize it. The reactants are: [F:1][C:2]1[C:7]([O:8][CH3:9])=[C:6]([O:10][CH3:11])[CH:5]=[CH:4][C:3]=1[C:12](O)([CH3:14])[CH3:13]. (2) Given the product [Cl:25][C:8]1[N:6]2[CH:7]=[C:2]([C:30]([O:32][CH2:33][CH3:34])=[CH2:31])[CH:3]=[C:4]([C:26]([F:29])([F:28])[F:27])[C:5]2=[N:10][C:9]=1[C:11]([N:13]1[CH2:17][CH2:16][CH:15]([C:18]2[CH:23]=[CH:22][CH:21]=[C:20]([F:24])[CH:19]=2)[CH2:14]1)=[O:12], predict the reactants needed to synthesize it. The reactants are: Br[C:2]1[CH:3]=[C:4]([C:26]([F:29])([F:28])[F:27])[C:5]2[N:6]([C:8]([Cl:25])=[C:9]([C:11]([N:13]3[CH2:17][CH2:16][CH:15]([C:18]4[CH:23]=[CH:22][CH:21]=[C:20]([F:24])[CH:19]=4)[CH2:14]3)=[O:12])[N:10]=2)[CH:7]=1.[CH2:30]([O:32][C:33]([Sn](C)(C)C)=[CH2:34])[CH3:31].CCN(CC)CC. (3) Given the product [F:24][C:25]1[CH:33]=[C:32]2[C:28]([C:29]([C:34]3[CH:35]=[N:36][N:37]([CH2:39][CH2:40][C:41]([N:4]([CH3:5])[CH3:3])=[O:43])[CH:38]=3)=[CH:30][NH:31]2)=[CH:27][CH:26]=1, predict the reactants needed to synthesize it. The reactants are: IC1C2[C:5](=CC(C(F)(F)F)=CC=2)[N:4](S(C2C=CC=CC=2)(=O)=O)[CH:3]=1.[F:24][C:25]1[CH:33]=[C:32]2[C:28]([C:29]([C:34]3[CH:35]=[N:36][N:37]([CH2:39][CH2:40][C:41]([OH:43])=O)[CH:38]=3)=[CH:30][NH:31]2)=[CH:27][CH:26]=1. (4) Given the product [Br:50][CH2:47][C:44]1[N:45]=[CH:46][C:41]([C:26]2[CH:27]=[C:28]([NH:30][C:31]3[N:36]=[C:35]([C:37]([F:38])([F:40])[F:39])[CH:34]=[CH:33][N:32]=3)[CH:29]=[C:24]([CH3:23])[CH:25]=2)=[CH:42][CH:43]=1, predict the reactants needed to synthesize it. The reactants are: ClCCl.C1(P(C2C=CC=CC=2)C2C=CC=CC=2)C=CC=CC=1.[CH3:23][C:24]1[CH:25]=[C:26]([C:41]2[CH:42]=[CH:43][C:44]([CH2:47]O)=[N:45][CH:46]=2)[CH:27]=[C:28]([NH:30][C:31]2[N:36]=[C:35]([C:37]([F:40])([F:39])[F:38])[CH:34]=[CH:33][N:32]=2)[CH:29]=1.C(Br)(Br)(Br)[Br:50]. (5) Given the product [F:37][C:16]([F:15])([F:36])[CH2:17][N:18]1[C:23](=[O:24])[C:22]([CH2:1][C:2]2[CH:7]=[CH:6][CH:5]=[CH:4][CH:3]=2)=[C:21]([C:26]2[CH:27]=[CH:28][C:29]([S:32]([CH3:35])(=[O:34])=[O:33])=[CH:30][CH:31]=2)[CH:20]=[N:19]1, predict the reactants needed to synthesize it. The reactants are: [CH2:1]([Mg]Cl)[C:2]1[CH:7]=[CH:6][CH:5]=[CH:4][CH:3]=1.CCOCC.[F:15][C:16]([F:37])([F:36])[CH2:17][N:18]1[C:23](=[O:24])[C:22](Cl)=[C:21]([C:26]2[CH:31]=[CH:30][C:29]([S:32]([CH3:35])(=[O:34])=[O:33])=[CH:28][CH:27]=2)[CH:20]=[N:19]1.N.